Dataset: Retrosynthesis with 50K atom-mapped reactions and 10 reaction types from USPTO. Task: Predict the reactants needed to synthesize the given product. (1) Given the product OCCn1cc(-c2cnc3nnn(Cc4ccn5nccc5c4)c3n2)cn1, predict the reactants needed to synthesize it. The reactants are: c1cc2cc(Cn3nnc4ncc(-c5cnn(CCOC6CCCCO6)c5)nc43)ccn2n1. (2) Given the product C=C(CCN)c1c(C)c(CC(=O)OC)cc2ccc(F)cc12, predict the reactants needed to synthesize it. The reactants are: C=C(CCNC(=O)OC(C)(C)C)c1c(C)c(CC(=O)OC)cc2ccc(F)cc12. (3) The reactants are: CCOC(=O)c1ccc(-c2cc(N)ccc2C)cc1.O=C(Cl)c1cccs1. Given the product CCOC(=O)c1ccc(-c2cc(NC(=O)c3cccs3)ccc2C)cc1, predict the reactants needed to synthesize it. (4) Given the product CS(=O)(=O)NC(=O)c1cccc(N)c1, predict the reactants needed to synthesize it. The reactants are: CS(=O)(=O)NC(=O)c1cccc([N+](=O)[O-])c1. (5) Given the product CCOC(=O)c1cnc(N2CCN(C(=O)NCc3ccccc3)CC2)c(Cl)c1, predict the reactants needed to synthesize it. The reactants are: CCOC(=O)c1cnc(N2CCNCC2)c(Cl)c1.O=C=NCc1ccccc1.